Dataset: Ames mutagenicity test results for genotoxicity prediction. Task: Regression/Classification. Given a drug SMILES string, predict its toxicity properties. Task type varies by dataset: regression for continuous values (e.g., LD50, hERG inhibition percentage) or binary classification for toxic/non-toxic outcomes (e.g., AMES mutagenicity, cardiotoxicity, hepatotoxicity). Dataset: ames. (1) The drug is COP(=O)(OC)SC. The result is 0 (non-mutagenic). (2) The compound is COP(=O)(OC)C(OC(=O)CCl)C(Cl)(Cl)Cl. The result is 0 (non-mutagenic).